From a dataset of Forward reaction prediction with 1.9M reactions from USPTO patents (1976-2016). Predict the product of the given reaction. (1) Given the reactants [CH:1]1([C:4]2[NH:8][N:7]=[C:6]([NH:9][C:10]3[C:17]([F:18])=[CH:16][C:13]([CH:14]=O)=[C:12]([NH:19][C@H:20]([C:22]4[CH:27]=[CH:26][C:25]([F:28])=[CH:24][CH:23]=4)[CH3:21])[N:11]=3)[CH:5]=2)[CH2:3][CH2:2]1.[CH:29]1([NH2:32])[CH2:31][CH2:30]1.[BH-](OC(C)=O)(OC(C)=O)OC(C)=O.[Na+], predict the reaction product. The product is: [CH:1]1([C:4]2[NH:8][N:7]=[C:6]([NH:9][C:10]3[C:17]([F:18])=[CH:16][C:13](/[CH:14]=[N:32]/[CH:29]4[CH2:31][CH2:30]4)=[C:12]([NH:19][C@H:20]([C:22]4[CH:27]=[CH:26][C:25]([F:28])=[CH:24][CH:23]=4)[CH3:21])[N:11]=3)[CH:5]=2)[CH2:3][CH2:2]1. (2) Given the reactants Br[C:2]1[C:7](=[O:8])[NH:6][C:5]2[C:9]3([CH2:26][CH2:25][O:24][CH2:23]3)[N:10]([C:13]3[CH:14]=[N:15][N:16]([CH2:18][C:19]([F:22])([F:21])[F:20])[CH:17]=3)[C:11](=[O:12])[C:4]=2[C:3]=1[CH3:27].C(N(CC)CC)C.[H][H].CO, predict the reaction product. The product is: [CH3:27][C:3]1[C:4]2[C:11](=[O:12])[N:10]([C:13]3[CH:14]=[N:15][N:16]([CH2:18][C:19]([F:22])([F:20])[F:21])[CH:17]=3)[C:9]3([CH2:26][CH2:25][O:24][CH2:23]3)[C:5]=2[NH:6][C:7](=[O:8])[CH:2]=1. (3) Given the reactants [C:1]([O:5][C:6]([CH3:9])([CH3:8])[CH3:7])(=[O:4])[CH:2]=[CH2:3].C1CCN2C(=NCCC2)CC1.[CH3:21][N+:22]([O-:24])=[O:23], predict the reaction product. The product is: [C:6]([O:5][C:1](=[O:4])[CH2:2][CH2:3][CH2:21][N+:22]([O-:24])=[O:23])([CH3:9])([CH3:8])[CH3:7]. (4) Given the reactants [CH:1]1([C:7]2[C:8]3[CH:9]=[CH:10][C:11]([C:26]([O:28][CH3:29])=[O:27])=[CH:12][C:13]=3[N:14]3[CH2:21]CC=C[C:17]4[CH:22]=[CH:23][CH:24]=[CH:25][C:16]=4[C:15]=23)[CH2:6][CH2:5][CH2:4][CH2:3][CH2:2]1.C[N+]1([O-])CC[O:34]CC1.[O-]S([O-])=O.[Na+].[Na+].[CH3:44][C:45]([CH3:47])=[O:46].C1COCC1.O, predict the reaction product. The product is: [CH:1]1([C:7]2[C:8]3[CH:9]=[CH:10][C:11]([C:26]([O:28][CH3:29])=[O:27])=[CH:12][C:13]=3[N:14]3[CH2:21][CH2:47][CH:45]([OH:46])[CH:44]([OH:34])[C:17]4[CH:22]=[CH:23][CH:24]=[CH:25][C:16]=4[C:15]=23)[CH2:6][CH2:5][CH2:4][CH2:3][CH2:2]1. (5) The product is: [OH:4][C@H:5]1[CH2:22][CH2:21][C@@:20]2([CH3:23])[C@@H:7]([CH2:8][CH2:9][C@:10]3([CH3:47])[C@@H:19]2[CH2:18][CH2:17][C@H:16]2[C@@:11]3([CH3:46])[CH2:12][CH2:13][C@@:14]3([C:31]([N:33]4[CH2:34][CH2:35][N:36]([C:39]([O:41][C:42]([CH3:45])([CH3:44])[CH3:43])=[O:40])[CH2:37][CH2:38]4)=[O:32])[CH2:26][CH2:25][C@@H:24]([C:27]4([CH3:30])[CH2:29][CH2:28]4)[C@@H:15]32)[C:6]1([CH3:49])[CH3:48]. Given the reactants C([O:4][C@H:5]1[CH2:22][CH2:21][C@@:20]2([CH3:23])[C@@H:7]([CH2:8][CH2:9][C@:10]3([CH3:47])[C@@H:19]2[CH2:18][CH2:17][C@H:16]2[C@@:11]3([CH3:46])[CH2:12][CH2:13][C@@:14]3([C:31]([N:33]4[CH2:38][CH2:37][N:36]([C:39]([O:41][C:42]([CH3:45])([CH3:44])[CH3:43])=[O:40])[CH2:35][CH2:34]4)=[O:32])[CH2:26][CH2:25][C@@H:24]([C:27]4([CH3:30])[CH2:29][CH2:28]4)[C@@H:15]32)[C:6]1([CH3:49])[CH3:48])(=O)C.CO, predict the reaction product.